Dataset: Reaction yield outcomes from USPTO patents with 853,638 reactions. Task: Predict the reaction yield, written as a fraction of the theoretical maximum amount of product (1.0 means a 100% yield; for example, 0.34 means a 34% yield). (1) The reactants are [C:1]([C:4]1[CH:5]=[C:6](B(O)O)[CH:7]=[CH:8][CH:9]=1)(=[O:3])[CH3:2].[F-].[K+].[CH3:15][O:16][C:17](=[O:25])[C:18]1[CH:23]=[CH:22][C:21](Cl)=[CH:20][CH:19]=1. The catalyst is C([O-])(=O)C.[Pd+2].C([O-])(=O)C.C1(C2C=CC=CC=2)C=CC=CC=1. The product is [C:17]([C:18]1[CH:23]=[CH:22][C:21]([C:6]2[CH:7]=[CH:8][CH:9]=[C:4]([C:1](=[O:3])[CH3:2])[CH:5]=2)=[CH:20][CH:19]=1)([O:16][CH3:15])=[O:25]. The yield is 0.900. (2) The catalyst is O1CCOCC1.O. The yield is 0.720. The product is [CH3:34][C:2]([CH3:1])([CH3:33])[C:3]([C:5]1[C:6]([CH3:32])=[C:7]([C:17]([N:19]([C:26]2[CH:27]=[CH:28][CH:29]=[CH:30][CH:31]=2)[CH2:20][CH2:21][C:22]([OH:24])=[O:23])=[O:18])[N:8]2[C:13]=1[CH:12]=[C:11]([CH:14]([CH3:16])[CH3:15])[CH:10]=[CH:9]2)=[O:4]. The reactants are [CH3:1][C:2]([CH3:34])([CH3:33])[C:3]([C:5]1[C:6]([CH3:32])=[C:7]([C:17]([N:19]([C:26]2[CH:31]=[CH:30][CH:29]=[CH:28][CH:27]=2)[CH2:20][CH2:21][C:22]([O:24]C)=[O:23])=[O:18])[N:8]2[C:13]=1[CH:12]=[C:11]([CH:14]([CH3:16])[CH3:15])[CH:10]=[CH:9]2)=[O:4].[OH-].[Na+].CC(O)=O.